Dataset: Full USPTO retrosynthesis dataset with 1.9M reactions from patents (1976-2016). Task: Predict the reactants needed to synthesize the given product. (1) Given the product [CH3:18][O:1][C:2]1([C:8]2[CH:15]=[CH:14][C:11]([C:12]#[N:13])=[CH:10][CH:9]=2)[CH2:7][CH2:6][O:5][CH2:4][CH2:3]1, predict the reactants needed to synthesize it. The reactants are: [OH:1][C:2]1([C:8]2[CH:15]=[CH:14][C:11]([C:12]#[N:13])=[CH:10][CH:9]=2)[CH2:7][CH2:6][O:5][CH2:4][CH2:3]1.[H-].[Na+].[CH3:18]I. (2) Given the product [OH:36][N:35]=[C:8]([C:6]1[CH:5]=[CH:4][N:3]=[C:2]([CH3:1])[CH:7]=1)[CH2:9][CH:10]([C:18]1[CH:19]=[C:20]([C:24]2[CH:29]=[CH:28][CH:27]=[C:26]([C:30]([OH:32])=[O:31])[CH:25]=2)[CH:21]=[CH:22][CH:23]=1)[C:11]1[CH:16]=[CH:15][CH:14]=[CH:13][C:12]=1[CH3:17], predict the reactants needed to synthesize it. The reactants are: [CH3:1][C:2]1[CH:7]=[C:6]([C:8](=O)[CH2:9][CH:10]([C:18]2[CH:19]=[C:20]([C:24]3[CH:29]=[CH:28][CH:27]=[C:26]([C:30]([OH:32])=[O:31])[CH:25]=3)[CH:21]=[CH:22][CH:23]=2)[C:11]2[CH:16]=[CH:15][CH:14]=[CH:13][C:12]=2[CH3:17])[CH:5]=[CH:4][N:3]=1.Cl.[NH2:35][OH:36].C([O-])(O)=O.[Na+]. (3) The reactants are: Br[C:2]1[C:3]([CH3:15])=[C:4]([CH3:14])[C:5]2[O:9][C:8]([CH3:11])([CH3:10])[C:7](=[O:12])[C:6]=2[CH:13]=1.[CH3:16][O:17][C:18]1[CH:23]=[CH:22][C:21]([CH:24]2[O:29][CH2:28][CH2:27][NH:26][CH2:25]2)=[CH:20][CH:19]=1. Given the product [CH3:16][O:17][C:18]1[CH:19]=[CH:20][C:21]([CH:24]2[O:29][CH2:28][CH2:27][N:26]([C:2]3[C:3]([CH3:15])=[C:4]([CH3:14])[C:5]4[O:9][C:8]([CH3:11])([CH3:10])[C:7](=[O:12])[C:6]=4[CH:13]=3)[CH2:25]2)=[CH:22][CH:23]=1, predict the reactants needed to synthesize it. (4) Given the product [Cl:25][C:20]1[CH:21]=[CH:22][CH:23]=[CH:24][C:19]=1[C:17]1[C:3]2[C:2](=[N:7][C:6]([O:8][C:9]3[CH:14]=[CH:13][C:12]([F:15])=[CH:11][C:10]=3[F:16])=[CH:5][N:4]=2)[NH:28][N:27]=1, predict the reactants needed to synthesize it. The reactants are: Cl[C:2]1[C:3]([C:17]([C:19]2[CH:24]=[CH:23][CH:22]=[CH:21][C:20]=2[Cl:25])=O)=[N:4][CH:5]=[C:6]([O:8][C:9]2[CH:14]=[CH:13][C:12]([F:15])=[CH:11][C:10]=2[F:16])[N:7]=1.O.[NH2:27][NH2:28]. (5) Given the product [NH2:18][C:9]1[CH:10]=[C:11]([N:12]2[CH2:16][CH2:15][CH2:14][C:13]2=[O:17])[C:2]([F:1])=[C:3]([CH:8]=1)[C:4]([O:6][CH3:7])=[O:5], predict the reactants needed to synthesize it. The reactants are: [F:1][C:2]1[C:11]([N:12]2[CH2:16][CH2:15][CH2:14][C:13]2=[O:17])=[CH:10][C:9]([N+:18]([O-])=O)=[CH:8][C:3]=1[C:4]([O:6][CH3:7])=[O:5]. (6) Given the product [F:1][C:2]1[C:7]([F:8])=[CH:6][CH:5]=[CH:4][C:3]=1[C:9]1[N:42]=[C:12]2[CH:13]=[N:14][N:15]([CH:17]([C:22]3[CH:23]=[N:24][C:25]([C:28]4[CH:33]=[CH:32][C:31]([O:34][CH2:35][CH2:36][CH3:37])=[CH:30][C:29]=4[C:38]([F:41])([F:39])[F:40])=[CH:26][CH:27]=3)[C:18]([O:56][CH:53]([CH3:55])[CH3:54])=[O:19])[CH:16]=[C:11]2[N:10]=1, predict the reactants needed to synthesize it. The reactants are: [F:1][C:2]1[C:7]([F:8])=[CH:6][CH:5]=[CH:4][C:3]=1[C:9]1[N:42]=[C:12]2[CH:13]=[N:14][N:15]([CH:17]([C:22]3[CH:23]=[N:24][C:25]([C:28]4[CH:33]=[CH:32][C:31]([O:34][CH2:35][CH2:36][CH3:37])=[CH:30][C:29]=4[C:38]([F:41])([F:40])[F:39])=[CH:26][CH:27]=3)[C:18](OC)=[O:19])[CH:16]=[C:11]2[N:10]=1.C([O-])([O-])=O.[K+].[K+].CC(O)=O.[CH:53]([OH:56])([CH3:55])[CH3:54]. (7) Given the product [Br:24][C:20]1[N:19]=[C:18]([CH2:17][N:8]2[C:9]3[C:14](=[CH:13][CH:12]=[CH:11][CH:10]=3)[C:15](=[O:16])[C:6]([C:4](=[O:5])[C:26]3[CH:27]=[CH:26][C:30]([O:29][CH3:28])=[C:28]([O:29][CH3:30])[CH:27]=3)=[CH:7]2)[CH:23]=[CH:22][CH:21]=1, predict the reactants needed to synthesize it. The reactants are: CON(C)[C:4]([C:6]1[C:15](=[O:16])[C:14]2[C:9](=[CH:10][CH:11]=[CH:12][CH:13]=2)[N:8]([CH2:17][C:18]2[CH:23]=[CH:22][CH:21]=[C:20]([Br:24])[N:19]=2)[CH:7]=1)=[O:5].[CH2:26]1[CH2:30][O:29][CH2:28][CH2:27]1. (8) Given the product [C:11]([C:9]1[CH:8]=[N:7][N:6]2[C:2]([C:19]3[CH:20]=[CH:21][C:16]([F:15])=[C:17]([C:25]4[CH:30]=[CH:29][CH:28]=[CH:27][N:26]=4)[CH:18]=3)=[CH:3][N:4]=[C:5]2[N:10]=1)([CH3:14])([CH3:13])[CH3:12], predict the reactants needed to synthesize it. The reactants are: Br[C:2]1[N:6]2[N:7]=[CH:8][C:9]([C:11]([CH3:14])([CH3:13])[CH3:12])=[N:10][C:5]2=[N:4][CH:3]=1.[F:15][C:16]1[CH:21]=[CH:20][C:19](B(O)O)=[CH:18][C:17]=1[C:25]1[CH:30]=[CH:29][CH:28]=[CH:27][N:26]=1. (9) Given the product [Cl:20][C:21]1[CH:26]=[CH:25][CH:24]=[CH:23][C:22]=1[C:27]1[CH:36]=[C:35]([S:37]([N:7]2[CH2:6][CH:5]3[CH2:10][CH:8]2[CH2:9][N:4]3[CH:1]([CH3:3])[CH3:2])(=[O:39])=[O:38])[CH:34]=[C:33]2[C:28]=1[CH2:29][N:30]([CH2:50][C:51]1[CH:52]=[CH:53][C:54]([O:57][CH3:58])=[CH:55][CH:56]=1)[C:31](=[O:49])[N:32]2[C:41]1[C:42]([Cl:48])=[CH:43][CH:44]=[CH:45][C:46]=1[Cl:47], predict the reactants needed to synthesize it. The reactants are: [CH:1]([N:4]1[CH2:9][CH:8]2[CH2:10][CH:5]1[CH2:6][NH:7]2)([CH3:3])[CH3:2].C(N(C(C)C)CC)(C)C.[Cl:20][C:21]1[CH:26]=[CH:25][CH:24]=[CH:23][C:22]=1[C:27]1[CH:36]=[C:35]([S:37](Cl)(=[O:39])=[O:38])[CH:34]=[C:33]2[C:28]=1[CH2:29][N:30]([CH2:50][C:51]1[CH:56]=[CH:55][C:54]([O:57][CH3:58])=[CH:53][CH:52]=1)[C:31](=[O:49])[N:32]2[C:41]1[C:46]([Cl:47])=[CH:45][CH:44]=[CH:43][C:42]=1[Cl:48].